Dataset: Forward reaction prediction with 1.9M reactions from USPTO patents (1976-2016). Task: Predict the product of the given reaction. (1) Given the reactants [NH2:1][C:2]1[N:7]=[C:6]([CH3:8])[C:5]([CH2:9][NH:10]C(=O)OC(C)(C)C)=[CH:4][C:3]=1[C:18]#[N:19].[ClH:20], predict the reaction product. The product is: [ClH:20].[NH2:1][C:2]1[N:7]=[C:6]([CH3:8])[C:5]([CH2:9][NH2:10])=[CH:4][C:3]=1[C:18]#[N:19]. (2) The product is: [C:1]([C:3]([C:4]1[CH:11]=[CH:10][C:7]([C:8]#[N:9])=[CH:6][CH:5]=1)([CH2:12][CH3:13])[CH2:17][CH3:18])#[N:2]. Given the reactants [C:1]([CH2:3][C:4]1[CH:11]=[CH:10][C:7]([C:8]#[N:9])=[CH:6][CH:5]=1)#[N:2].[CH2:12](I)[CH3:13].[H-].[Na+].[CH3:17][CH2:18]OC(C)=O, predict the reaction product.